From a dataset of CYP3A4 inhibition data for predicting drug metabolism from PubChem BioAssay. Regression/Classification. Given a drug SMILES string, predict its absorption, distribution, metabolism, or excretion properties. Task type varies by dataset: regression for continuous measurements (e.g., permeability, clearance, half-life) or binary classification for categorical outcomes (e.g., BBB penetration, CYP inhibition). Dataset: cyp3a4_veith. The molecule is NCCCS(=O)(=O)[O-].[Na+]. The result is 0 (non-inhibitor).